Dataset: Reaction yield outcomes from USPTO patents with 853,638 reactions. Task: Predict the reaction yield, written as a fraction of the theoretical maximum amount of product (1.0 means a 100% yield; for example, 0.34 means a 34% yield). (1) The reactants are [F:1][C:2]1[CH:7]=[CH:6][C:5]([CH:8]2[O:12][C:11](=[O:13])[NH:10][CH:9]2[CH2:14][C:15]2[O:16][C:17]([C:20]([F:23])([F:22])[F:21])=[CH:18][CH:19]=2)=[CH:4][CH:3]=1.[C:24](O[C:24]([O:26][C:27]([CH3:30])([CH3:29])[CH3:28])=[O:25])([O:26][C:27]([CH3:30])([CH3:29])[CH3:28])=[O:25].CN(C1C=CC=CN=1)C. The catalyst is C(#N)C. The product is [F:1][C:2]1[CH:7]=[CH:6][C:5]([CH:8]2[O:12][C:11](=[O:13])[N:10]([C:24]([O:26][C:27]([CH3:30])([CH3:29])[CH3:28])=[O:25])[CH:9]2[CH2:14][C:15]2[O:16][C:17]([C:20]([F:21])([F:22])[F:23])=[CH:18][CH:19]=2)=[CH:4][CH:3]=1. The yield is 0.950. (2) The reactants are [C:1]([C:3]1[CH:10]=[CH:9][C:6]([CH:7]=O)=[CH:5][CH:4]=1)#[N:2].[NH2:11][C:12]1[S:13][C:14]([CH3:17])=[N:15][N:16]=1.C([O:20][C:21](=O)[C:22]([OH:34])=[CH:23][C:24]([C:26]1[CH:31]=[CH:30][C:29]([O:32][CH3:33])=[CH:28][CH:27]=1)=[O:25])C. The yield is 0.100. The product is [OH:34][C:22]1[C:21](=[O:20])[N:11]([C:12]2[S:13][C:14]([CH3:17])=[N:15][N:16]=2)[CH:7]([C:6]2[CH:9]=[CH:10][C:3]([C:1]#[N:2])=[CH:4][CH:5]=2)[C:23]=1[C:24](=[O:25])[C:26]1[CH:27]=[CH:28][C:29]([O:32][CH3:33])=[CH:30][CH:31]=1. No catalyst specified.